From a dataset of Peptide-MHC class I binding affinity with 185,985 pairs from IEDB/IMGT. Regression. Given a peptide amino acid sequence and an MHC pseudo amino acid sequence, predict their binding affinity value. This is MHC class I binding data. (1) The peptide sequence is RVWIQENPW. The MHC is HLA-A32:01 with pseudo-sequence HLA-A32:01. The binding affinity (normalized) is 0.713. (2) The peptide sequence is TVIYRGTTF. The MHC is HLA-A02:03 with pseudo-sequence HLA-A02:03. The binding affinity (normalized) is 0.0847. (3) The peptide sequence is GDIYHSVSHA. The MHC is Patr-B2401 with pseudo-sequence Patr-B2401. The binding affinity (normalized) is 0. (4) The peptide sequence is AMLHWSLIL. The MHC is BoLA-JSP.1 with pseudo-sequence BoLA-JSP.1. The binding affinity (normalized) is 0.0641.